This data is from Catalyst prediction with 721,799 reactions and 888 catalyst types from USPTO. The task is: Predict which catalyst facilitates the given reaction. (1) Reactant: C([O:8][C:9]([CH3:42])([CH3:41])[CH2:10][O:11][C:12]1[C:13]([O:39][CH3:40])=[N:14][C:15]2[C:20]([C:21]=1[Cl:22])=[CH:19][C:18]([C:23]([C:31]1[C:32]([CH3:38])=[N:33][C:34]([CH3:37])=[CH:35][CH:36]=1)([C:25]1[N:29]([CH3:30])[N:28]=[N:27][CH:26]=1)[OH:24])=[CH:17][CH:16]=2)C1C=CC=CC=1.ClC1C2C(=CC=C(C(C3C(C)=NC(C)=CC=3)(O)C3N(C)N=NC=3)C=2)N=C(OC)C=1O.C(OC(C)(C)CO)C1C=CC=CC=1.C1C=CC(P(C2C=CC=CC=2)C2C=CC=CC=2)=CC=1.CC(OC(/N=N/C(OC(C)C)=O)=O)C. Product: [Cl:22][C:21]1[C:20]2[C:15](=[CH:16][CH:17]=[C:18]([C:23]([C:31]3[C:32]([CH3:38])=[N:33][C:34]([CH3:37])=[CH:35][CH:36]=3)([OH:24])[C:25]3[N:29]([CH3:30])[N:28]=[N:27][CH:26]=3)[CH:19]=2)[N:14]=[C:13]([O:39][CH3:40])[C:12]=1[O:11][CH2:10][C:9]([CH3:42])([OH:8])[CH3:41]. The catalyst class is: 1. (2) Reactant: [C:1]([C:5]1[CH:10]=[CH:9][C:8]([CH:11]2[CH2:13][CH:12]2[C:14]([O:16]CC)=O)=[CH:7][CH:6]=1)([CH3:4])([CH3:3])[CH3:2].O.[NH2:20][NH2:21]. Product: [C:1]([C:5]1[CH:10]=[CH:9][C:8]([CH:11]2[CH2:13][CH:12]2[C:14]([NH:20][NH2:21])=[O:16])=[CH:7][CH:6]=1)([CH3:4])([CH3:3])[CH3:2]. The catalyst class is: 8. (3) Reactant: C(Cl)(=O)C(Cl)=O.CS(C)=O.[CH3:11][O:12][C:13]([C@@H:15]1[CH2:18][CH2:17][C@H:16]1[CH2:19][OH:20])=[O:14].C(N(CC)CC)C. Product: [CH3:11][O:12][C:13]([C@@H:15]1[CH2:18][CH2:17][C@H:16]1[CH:19]=[O:20])=[O:14]. The catalyst class is: 46. (4) The catalyst class is: 112. Reactant: Br.[Br:2][C:3]1[CH:7]=[N:6][N:5]2[CH2:8][CH2:9][NH:10][C:4]=12.[H-].[Na+].[C:13](O[C:13]([O:15][C:16]([CH3:19])([CH3:18])[CH3:17])=[O:14])([O:15][C:16]([CH3:19])([CH3:18])[CH3:17])=[O:14].O. Product: [Br:2][C:3]1[CH:7]=[N:6][N:5]2[CH2:8][CH2:9][N:10]([C:13]([O:15][C:16]([CH3:19])([CH3:18])[CH3:17])=[O:14])[C:4]=12. (5) Reactant: C([C@H](CCCCCC)C(O)=O)CC.[C:14]1([CH:20]([NH2:22])[CH3:21])[CH:19]=[CH:18][CH:17]=[CH:16][CH:15]=1. Product: [C:14]1([C@H:20]([NH2:22])[CH3:21])[CH:19]=[CH:18][CH:17]=[CH:16][CH:15]=1. The catalyst class is: 10.